Dataset: Reaction yield outcomes from USPTO patents with 853,638 reactions. Task: Predict the reaction yield, written as a fraction of the theoretical maximum amount of product (1.0 means a 100% yield; for example, 0.34 means a 34% yield). The reactants are C(O[C:6](=[O:27])[NH:7][C:8]1[N:9]=[C:10]2[C:15]([C:16]([F:19])([F:18])[F:17])=[CH:14][C:13]([C:20]3[O:21][CH:22]=[CH:23][CH:24]=3)=[CH:12][N:11]2[C:25]=1[Cl:26])(C)(C)C.[H-].[Na+].[C:30]1([CH2:36]C(Cl)=O)[CH:35]=[CH:34][CH:33]=[CH:32][CH:31]=1.FC(F)(F)C(O)=O. The catalyst is C1COCC1.ClCCl. The product is [Cl:26][C:25]1[N:11]2[CH:12]=[C:13]([C:20]3[O:21][CH:22]=[CH:23][CH:24]=3)[CH:14]=[C:15]([C:16]([F:19])([F:17])[F:18])[C:10]2=[N:9][C:8]=1[NH:7][C:6](=[O:27])[CH2:36][C:30]1[CH:35]=[CH:34][CH:33]=[CH:32][CH:31]=1. The yield is 0.110.